Dataset: Full USPTO retrosynthesis dataset with 1.9M reactions from patents (1976-2016). Task: Predict the reactants needed to synthesize the given product. (1) Given the product [CH3:30][S:27]([C:22]1[CH:23]=[CH:24][CH:25]=[CH:26][C:21]=1[C:18]1[CH:19]=[CH:20][C:15]([NH:14][C:13]([CH:9]2[CH2:10][CH2:11][CH2:12][NH:8]2)=[O:32])=[C:16]([CH3:31])[CH:17]=1)(=[O:29])=[O:28], predict the reactants needed to synthesize it. The reactants are: C(OC([N:8]1[CH2:12][CH2:11][CH2:10][CH:9]1[C:13](=[O:32])[NH:14][C:15]1[CH:20]=[CH:19][C:18]([C:21]2[CH:26]=[CH:25][CH:24]=[CH:23][C:22]=2[S:27]([CH3:30])(=[O:29])=[O:28])=[CH:17][C:16]=1[CH3:31])=O)(C)(C)C.FC(F)(F)C(O)=O. (2) Given the product [CH3:16][N:12]1[CH2:13][CH2:14][CH:10]([C:3]2[C:4]3[C:9](=[CH:8][CH:7]=[CH:6][CH:5]=3)[NH:1][CH:2]=2)[CH2:11]1, predict the reactants needed to synthesize it. The reactants are: [NH:1]1[C:9]2[C:4](=[CH:5][CH:6]=[CH:7][CH:8]=2)[C:3]([CH:10]2[CH2:14][C:13](=O)[N:12]([CH3:16])[C:11]2=O)=[CH:2]1.[H-].[H-].[H-].[H-].[Li+].[Al+3]. (3) Given the product [O:19]1[CH2:20][CH2:21][CH2:22][CH2:23][CH:18]1[O:17][CH:15]([C:12]1[CH:13]=[CH:14][C:9]([C:30]2[CH:31]=[C:26]([CH2:25][OH:24])[CH:27]=[CH:28][CH:29]=2)=[N:10][CH:11]=1)[CH3:16], predict the reactants needed to synthesize it. The reactants are: C(=O)([O-])[O-].[Na+].[Na+].O.Br[C:9]1[CH:14]=[CH:13][C:12]([CH:15]([O:17][CH:18]2[CH2:23][CH2:22][CH2:21][CH2:20][O:19]2)[CH3:16])=[CH:11][N:10]=1.[OH:24][CH2:25][C:26]1[CH:27]=[C:28](B(O)O)[CH:29]=[CH:30][CH:31]=1. (4) Given the product [F:1][C:2]1[CH:7]=[CH:6][C:5]([CH2:8][C:9]2[CH:18]=[C:17]3[C:12]([C:13]([OH:24])=[C:14]([C:20]([NH:32][CH2:31][CH2:29][OH:30])=[O:21])[C:15](=[O:19])[NH:16]3)=[N:11][CH:10]=2)=[C:4]([C:25]([F:28])([F:26])[F:27])[CH:3]=1, predict the reactants needed to synthesize it. The reactants are: [F:1][C:2]1[CH:7]=[CH:6][C:5]([CH2:8][C:9]2[CH:18]=[C:17]3[C:12]([C:13]([OH:24])=[C:14]([C:20](OC)=[O:21])[C:15](=[O:19])[NH:16]3)=[N:11][CH:10]=2)=[C:4]([C:25]([F:28])([F:27])[F:26])[CH:3]=1.[CH2:29]([CH2:31][NH2:32])[OH:30].